This data is from Forward reaction prediction with 1.9M reactions from USPTO patents (1976-2016). The task is: Predict the product of the given reaction. (1) Given the reactants [N:1]1([CH2:7][CH2:8][NH2:9])[CH2:6][CH2:5][O:4][CH2:3][CH2:2]1.Cl[C:11]1[N:12]=[N+:13]([O-:23])[C:14]2[CH:20]=[CH:19][C:18]([O:21][CH3:22])=[CH:17][C:15]=2[N:16]=1, predict the reaction product. The product is: [CH3:22][O:21][C:18]1[CH:19]=[CH:20][C:14]2[N+:13]([O-:23])=[N:12][C:11]([NH:9][CH2:8][CH2:7][N:1]3[CH2:6][CH2:5][O:4][CH2:3][CH2:2]3)=[N:16][C:15]=2[CH:17]=1. (2) Given the reactants [Si:1]([O:8][CH2:9][C@H:10]1[O:15][C@:14]([C:18]2[CH:23]=[CH:22][C:21]([Cl:24])=[C:20]([CH2:25][C:26]3[CH:31]=[CH:30][C:29]([O:32][CH2:33][C:34]([F:37])([F:36])[F:35])=[CH:28][CH:27]=3)[CH:19]=2)([O:16][CH3:17])[C@H:13]([OH:38])[C@@H:12]([OH:39])[C@@H:11]1O)([C:4]([CH3:7])([CH3:6])[CH3:5])([CH3:3])[CH3:2].[H-].[Na+].[CH2:43](Br)[C:44]1[CH:49]=[CH:48][CH:47]=[CH:46][CH:45]=1.[CH3:51][OH:52], predict the reaction product. The product is: [CH2:51]([O:52][C@H:11]1[C@H:12]([O:39][CH2:43][C:44]2[CH:49]=[CH:48][CH:47]=[CH:46][CH:45]=2)[C@@H:13]([O:38][CH2:14][C:18]2[CH:23]=[CH:22][CH:21]=[CH:20][CH:19]=2)[C@@:14]([C:18]2[CH:23]=[CH:22][C:21]([Cl:24])=[C:20]([CH2:25][C:26]3[CH:27]=[CH:28][C:29]([O:32][CH2:33][C:34]([F:35])([F:36])[F:37])=[CH:30][CH:31]=3)[CH:19]=2)([O:16][CH3:17])[O:15][C@@H:10]1[CH2:9][O:8][Si:1]([C:4]([CH3:5])([CH3:6])[CH3:7])([CH3:2])[CH3:3])[C:29]1[CH:28]=[CH:27][CH:26]=[CH:31][CH:30]=1. (3) Given the reactants [NH2:1][CH2:2][C:3]([NH:5][CH2:6][C:7]([NH:9][C@H:10]([C:18]([NH:20][CH2:21][C:22]([NH:24][C@@H:25]1[C:30]2=[C:31]3[CH2:46][N:45]4[C:40](=[CH:41][C:42]5[C@:51]([CH2:53][CH3:54])([OH:52])[C:50](=[O:55])[O:49][CH2:48][C:43]=5[C:44]4=[O:47])[C:32]3=[N:33][C:34]3[CH:35]=[C:36]([F:39])[C:37]([CH3:38])=[C:28]([C:29]=32)[CH2:27][CH2:26]1)=[O:23])=[O:19])[CH2:11][C:12]1[CH:17]=[CH:16][CH:15]=[CH:14][CH:13]=1)=[O:8])=[O:4].[C:56]([O:60][C:61]([NH:63][CH2:64][CH2:65][CH2:66][CH2:67][C@@H:68]([C:87](O)=[O:88])[NH:69][C:70]([O:72][CH2:73][CH:74]1[C:86]2[CH:85]=[CH:84][CH:83]=[CH:82][C:81]=2[C:80]2[C:75]1=[CH:76][CH:77]=[CH:78][CH:79]=2)=[O:71])=[O:62])([CH3:59])([CH3:58])[CH3:57], predict the reaction product. The product is: [C:56]([O:60][C:61]([NH:63][CH2:64][CH2:65][CH2:66][CH2:67][C@@H:68]([C:87]([NH:1][CH2:2][C:3]([NH:5][CH2:6][C:7]([NH:9][C@H:10]([C:18]([NH:20][CH2:21][C:22]([NH:24][C@@H:25]1[C:30]2=[C:31]3[CH2:46][N:45]4[C:40](=[CH:41][C:42]5[C@:51]([CH2:53][CH3:54])([OH:52])[C:50](=[O:55])[O:49][CH2:48][C:43]=5[C:44]4=[O:47])[C:32]3=[N:33][C:34]3[CH:35]=[C:36]([F:39])[C:37]([CH3:38])=[C:28]([C:29]=32)[CH2:27][CH2:26]1)=[O:23])=[O:19])[CH2:11][C:12]1[CH:17]=[CH:16][CH:15]=[CH:14][CH:13]=1)=[O:8])=[O:4])=[O:88])[NH:69][C:70]([O:72][CH2:73][CH:74]1[C:75]2[CH:76]=[CH:77][CH:78]=[CH:79][C:80]=2[C:81]2[C:86]1=[CH:85][CH:84]=[CH:83][CH:82]=2)=[O:71])=[O:62])([CH3:59])([CH3:58])[CH3:57]. (4) Given the reactants Cl[CH2:2][CH2:3][CH2:4][O:5][C:6]1[CH:11]=[CH:10][C:9]([C:12]2[S:13][C:14]3[CH2:20][CH2:19][CH2:18][CH:17]([NH:21][C:22](=[O:30])OCC[Si](C)(C)C)[C:15]=3[N:16]=2)=[CH:8][CH:7]=1.[CH3:31][CH:32]1[CH2:36][CH2:35][CH2:34][NH:33]1.C(OCC)(=O)C.[F-].C([N+:48]([CH2:57][CH2:58]CC)([CH2:53][CH2:54][CH2:55]C)CCCC)CCC, predict the reaction product. The product is: [CH3:31][CH:32]1[CH2:36][CH2:35][CH2:34][N:33]1[C:22]([NH:21][CH:17]1[C:15]2[N:16]=[C:12]([C:9]3[CH:8]=[CH:7][C:6]([O:5][CH2:4][CH2:3][CH2:2][N:48]4[CH2:53][CH2:54][CH2:55][CH:57]4[CH3:58])=[CH:11][CH:10]=3)[S:13][C:14]=2[CH2:20][CH2:19][CH2:18]1)=[O:30].